From a dataset of Full USPTO retrosynthesis dataset with 1.9M reactions from patents (1976-2016). Predict the reactants needed to synthesize the given product. Given the product [Cl:1][C:2]1[CH:7]=[C:6]([CH2:8][CH2:9][C:10]2([CH:30]3[CH2:31][CH2:32][CH2:33][CH2:34]3)[CH2:15][C:14]([OH:16])=[C:13]([CH2:17][C:18]3[N:28]=[C:21]4[N:22]=[CH:23][C:24]([CH3:41])=[CH:25][N:20]4[N:19]=3)[C:12](=[O:29])[O:11]2)[CH:5]=[CH:4][C:3]=1[C:35]1([C:38]#[N:39])[CH2:37][CH2:36]1, predict the reactants needed to synthesize it. The reactants are: [Cl:1][C:2]1[CH:7]=[C:6]([CH2:8][CH2:9][C:10]2([CH:30]3[CH2:34][CH2:33][CH2:32][CH2:31]3)[CH2:15][C:14]([OH:16])=[C:13]([CH2:17][C:18]3[N:28]=[C:21]4[N:22]=[C:23](C)[CH:24]=[C:25](C)[N:20]4[N:19]=3)[C:12](=[O:29])[O:11]2)[CH:5]=[CH:4][C:3]=1[C:35]1([C:38]#[N:39])[CH2:37][CH2:36]1.Cl[C:41]1C=C(CCC2(C3CCCC3)OC(=O)CC(=O)C2)C=C(CC)C=1OC.ClC1C=NC2N(N=C(C=O)N=2)C=1.